The task is: Predict the reactants needed to synthesize the given product.. This data is from Full USPTO retrosynthesis dataset with 1.9M reactions from patents (1976-2016). (1) Given the product [CH:25]([C:22]1[CH:21]=[CH:20][C:19]([C:17]2[N:2]=[C:1]([C:4]3[CH:5]=[C:6]([CH:12]=[CH:13][CH:14]=3)[C:7]([O:9][CH2:10][CH3:11])=[O:8])[S:3][CH:16]=2)=[CH:24][CH:23]=1)([CH3:27])[CH3:26], predict the reactants needed to synthesize it. The reactants are: [C:1]([C:4]1[CH:5]=[C:6]([CH:12]=[CH:13][CH:14]=1)[C:7]([O:9][CH2:10][CH3:11])=[O:8])(=[S:3])[NH2:2].Br[CH2:16][C:17]([C:19]1[CH:24]=[CH:23][C:22]([CH:25]([CH3:27])[CH3:26])=[CH:21][CH:20]=1)=O.O. (2) Given the product [C:11]1([CH2:17][CH2:18][C:19]([N:8]2[CH2:9][CH2:10][CH:7]2[C:1]2[CH:6]=[CH:5][CH:4]=[CH:3][CH:2]=2)=[O:20])[CH:16]=[CH:15][CH:14]=[CH:13][CH:12]=1, predict the reactants needed to synthesize it. The reactants are: [C:1]1([CH:7]2[CH2:10][CH2:9][NH:8]2)[CH:6]=[CH:5][CH:4]=[CH:3][CH:2]=1.[C:11]1([CH2:17][CH2:18][C:19](Cl)=[O:20])[CH:16]=[CH:15][CH:14]=[CH:13][CH:12]=1.C(N(CC)CC)C.